The task is: Predict the product of the given reaction.. This data is from Forward reaction prediction with 1.9M reactions from USPTO patents (1976-2016). (1) Given the reactants [F:1][C:2]([F:28])([F:27])[C:3]1[C:25]([Cl:26])=[CH:24][C:6]2[N:7]([CH:11]3[CH2:16][CH2:15][N:14](C(OC(C)(C)C)=O)[CH2:13][CH2:12]3)[C:8](=[O:10])[NH:9][C:5]=2[CH:4]=1.Cl, predict the reaction product. The product is: [ClH:26].[F:27][C:2]([F:1])([F:28])[C:3]1[C:25]([Cl:26])=[CH:24][C:6]2[N:7]([CH:11]3[CH2:16][CH2:15][NH:14][CH2:13][CH2:12]3)[C:8](=[O:10])[NH:9][C:5]=2[CH:4]=1. (2) Given the reactants [CH3:1][C:2]([CH3:49])([CH3:48])[C@H:3]([NH:43][C:44](=[O:47])[O:45][CH3:46])[C:4](=[O:42])[N:5]1[CH2:9][CH2:8][CH2:7][C@H:6]1[C:10](=[O:41])[NH:11][C:12]1[CH:17]=[CH:16][C:15]([CH2:18][N:19]([C:35]2[CH:40]=[CH:39][CH:38]=[CH:37][CH:36]=2)[CH2:20][C:21]2[CH:26]=[CH:25][C:24]([NH:27][C:28]([C@@H:30]3[CH2:34][CH2:33][CH2:32][NH:31]3)=[O:29])=[CH:23][CH:22]=2)=[CH:14][CH:13]=1.[CH3:50][N:51]([CH3:62])[C@H:52]([C:56]1[CH:61]=[CH:60][CH:59]=[CH:58][CH:57]=1)[C:53](O)=[O:54].CN(C(ON1N=NC2C=CC=NC1=2)=[N+](C)C)C.F[P-](F)(F)(F)(F)F.CCN(C(C)C)C(C)C, predict the reaction product. The product is: [CH3:50][N:51]([CH3:62])[C@H:52]([C:56]1[CH:61]=[CH:60][CH:59]=[CH:58][CH:57]=1)[C:53]([N:31]1[CH2:32][CH2:33][CH2:34][C@H:30]1[C:28]([NH:27][C:24]1[CH:25]=[CH:26][C:21]([CH2:20][N:19]([CH2:18][C:15]2[CH:14]=[CH:13][C:12]([NH:11][C:10]([C@@H:6]3[CH2:7][CH2:8][CH2:9][N:5]3[C:4](=[O:42])[C@@H:3]([NH:43][C:44](=[O:47])[O:45][CH3:46])[C:2]([CH3:49])([CH3:48])[CH3:1])=[O:41])=[CH:17][CH:16]=2)[C:35]2[CH:36]=[CH:37][CH:38]=[CH:39][CH:40]=2)=[CH:22][CH:23]=1)=[O:29])=[O:54]. (3) Given the reactants [Mg].II.Br[C:5]1[CH:6]=[C:7]([CH:11]2[O:15][CH2:14][CH2:13][O:12]2)[CH:8]=[CH:9][CH:10]=1.[Br:16][C:17]1[CH:22]=[CH:21][CH:20]=[CH:19][C:18]=1[CH2:23][CH2:24][CH:25]=[O:26], predict the reaction product. The product is: [Br:16][C:17]1[CH:22]=[CH:21][CH:20]=[CH:19][C:18]=1[CH2:23][CH2:24][CH:25]([C:5]1[CH:10]=[CH:9][CH:8]=[C:7]([CH:11]2[O:15][CH2:14][CH2:13][O:12]2)[CH:6]=1)[OH:26]. (4) Given the reactants [NH2:1][C@H:2]([C:10]([OH:12])=[O:11])[CH2:3][C:4]1C=CC=[CH:6][CH:5]=1.C1(CC(C(O)=O)[NH2:21])C=CC=CC=1, predict the reaction product. The product is: [NH2:1][C@H:2]([C:10]([OH:12])=[O:11])[CH2:3][CH2:4][CH2:5][CH2:6][NH2:21]. (5) The product is: [CH3:20][C:21]1[CH:26]=[CH:25][C:24]([NH:27][C:28](=[O:29])[NH:1][C:2]2[CH:3]=[CH:4][C:5]([C:8]3[C:16]4[C:11](=[N:12][CH:13]=[CH:14][CH:15]=4)[NH:10][C:9]=3[C:17]([NH2:19])=[O:18])=[CH:6][CH:7]=2)=[CH:23][C:22]=1[C:30]([F:31])([F:32])[F:33]. Given the reactants [NH2:1][C:2]1[CH:7]=[CH:6][C:5]([C:8]2[C:16]3[C:11](=[N:12][CH:13]=[CH:14][CH:15]=3)[NH:10][C:9]=2[C:17]([NH2:19])=[O:18])=[CH:4][CH:3]=1.[CH3:20][C:21]1[CH:26]=[CH:25][C:24]([N:27]=[C:28]=[O:29])=[CH:23][C:22]=1[C:30]([F:33])([F:32])[F:31], predict the reaction product. (6) Given the reactants [F:1][C:2]([F:31])([F:30])[O:3][C:4]1[CH:9]=[CH:8][C:7]([NH:10][C:11](=[O:29])[NH:12][C@H:13]2[CH2:18][CH2:17][C@H:16]([O:19][C:20]3[CH:28]=[CH:27][C:23]([C:24](O)=[O:25])=[CH:22][CH:21]=3)[CH2:15][CH2:14]2)=[CH:6][CH:5]=1.CCN=C=NCCCN(C)C.Cl.C1C=CC2N(O)N=NC=2C=1.[CH3:54][NH2:55], predict the reaction product. The product is: [CH3:54][NH:55][C:24](=[O:25])[C:23]1[CH:22]=[CH:21][C:20]([O:19][C@H:16]2[CH2:17][CH2:18][C@H:13]([NH:12][C:11]([NH:10][C:7]3[CH:8]=[CH:9][C:4]([O:3][C:2]([F:1])([F:30])[F:31])=[CH:5][CH:6]=3)=[O:29])[CH2:14][CH2:15]2)=[CH:28][CH:27]=1. (7) Given the reactants [CH3:1][N:2]([CH3:17])[C:3]1[CH:4]=[C:5]([S:12]([NH:15][CH3:16])(=[O:14])=[O:13])[CH:6]=[C:7]([N+:9]([O-])=O)[CH:8]=1, predict the reaction product. The product is: [NH2:9][C:7]1[CH:6]=[C:5]([S:12]([NH:15][CH3:16])(=[O:14])=[O:13])[CH:4]=[C:3]([N:2]([CH3:17])[CH3:1])[CH:8]=1.